This data is from NCI-60 drug combinations with 297,098 pairs across 59 cell lines. The task is: Regression. Given two drug SMILES strings and cell line genomic features, predict the synergy score measuring deviation from expected non-interaction effect. Drug 1: CC1CCC2CC(C(=CC=CC=CC(CC(C(=O)C(C(C(=CC(C(=O)CC(OC(=O)C3CCCCN3C(=O)C(=O)C1(O2)O)C(C)CC4CCC(C(C4)OC)OCCO)C)C)O)OC)C)C)C)OC. Drug 2: CCN(CC)CCNC(=O)C1=C(NC(=C1C)C=C2C3=C(C=CC(=C3)F)NC2=O)C. Cell line: RPMI-8226. Synergy scores: CSS=10.7, Synergy_ZIP=-5.05, Synergy_Bliss=-3.01, Synergy_Loewe=-1.61, Synergy_HSA=-1.42.